This data is from Choline transporter screen with 302,306 compounds. The task is: Binary Classification. Given a drug SMILES string, predict its activity (active/inactive) in a high-throughput screening assay against a specified biological target. (1) The drug is n12nc(c3ccccc3)ccc2nnn1. The result is 0 (inactive). (2) The molecule is O(c1ccc(CNC(=O)Cn2nc(n3nc(cc3c2=O)c2ccccc2)C)cc1)C(C)C. The result is 0 (inactive). (3) The drug is O1C(=C(C(c2c(OC)cc(OC)cc2)C(=C1N)C#N)C(OCC)=O)CC(OCC)=O. The result is 0 (inactive).